From a dataset of Full USPTO retrosynthesis dataset with 1.9M reactions from patents (1976-2016). Predict the reactants needed to synthesize the given product. Given the product [CH3:11][N:12]([CH3:14])[CH2:13][CH2:9][C:8]([C:3]1[CH:4]=[CH:5][CH:6]=[CH:7][C:2]=1[F:1])=[O:10], predict the reactants needed to synthesize it. The reactants are: [F:1][C:2]1[CH:7]=[CH:6][CH:5]=[CH:4][C:3]=1[C:8](=[O:10])[CH3:9].[CH3:11][NH:12][CH3:13].[CH2:14]=O.Cl.